This data is from Full USPTO retrosynthesis dataset with 1.9M reactions from patents (1976-2016). The task is: Predict the reactants needed to synthesize the given product. (1) The reactants are: [NH2:1][C:2]1[C:3]([NH:28][CH:29]2[CH2:33][CH2:32][CH2:31][CH2:30]2)=[N:4][C:5]([NH:8][C:9]2[CH:14]=[CH:13][C:12]([N:15]3[CH2:20][CH2:19][N:18]([C:21]([O:23][C:24]([CH3:27])([CH3:26])[CH3:25])=[O:22])[CH2:17][CH2:16]3)=[CH:11][CH:10]=2)=[N:6][CH:7]=1.[C:34](OCCCC)(=O)[CH:35]=[O:36].CC(O)=O. Given the product [C:24]([O:23][C:21]([N:18]1[CH2:19][CH2:20][N:15]([C:12]2[CH:13]=[CH:14][C:9]([NH:8][C:5]3[N:6]=[CH:7][C:2]4[N:1]=[CH:34][C:35](=[O:36])[N:28]([CH:29]5[CH2:30][CH2:31][CH2:32][CH2:33]5)[C:3]=4[N:4]=3)=[CH:10][CH:11]=2)[CH2:16][CH2:17]1)=[O:22])([CH3:27])([CH3:26])[CH3:25], predict the reactants needed to synthesize it. (2) Given the product [Br:1][C:2]1[CH:11]=[C:6]([C:7]2[O:8][C:14]([CH3:15])=[N:10][N:9]=2)[CH:5]=[N:4][CH:3]=1, predict the reactants needed to synthesize it. The reactants are: [Br:1][C:2]1[CH:3]=[N:4][CH:5]=[C:6]([CH:11]=1)[C:7]([NH:9][NH2:10])=[O:8].CO[C:14](OC)(OC)[CH3:15].Cl.C1CCN2C(=NCCC2)CC1. (3) Given the product [CH3:1][C:2]1[CH:3]=[C:4]([CH:8]([NH2:16])[CH2:9][CH2:10][CH3:11])[CH:5]=[N:6][CH:7]=1, predict the reactants needed to synthesize it. The reactants are: [CH3:1][C:2]1[CH:3]=[C:4]([C:8](=O)[CH2:9][CH2:10][CH3:11])[CH:5]=[N:6][CH:7]=1.C([O-])=O.[NH4+:16].Cl. (4) Given the product [Br:1][C:2]1[CH:11]=[CH:10][C:9]2[O:8][C@H:7]3[CH2:12][CH2:13][CH2:14][O:15][C@H:6]3[C@:5]3([C:19](=[O:20])[N:18]([CH3:23])[C:17](=[O:21])[NH:16]3)[C:4]=2[CH:3]=1.[Br:22][C:23]1[CH:32]=[CH:31][C:30]2[O:29][C@H:28]3[CH2:33][CH2:34][CH2:35][O:36][C@H:27]3[C@@:26]3([C:40](=[O:41])[N:39]([CH3:43])[C:38](=[O:42])[NH:37]3)[C:25]=2[CH:24]=1, predict the reactants needed to synthesize it. The reactants are: [Br:1][C:2]1[CH:11]=[CH:10][C:9]2[O:8][C@H:7]3[CH2:12][CH2:13][CH2:14][O:15][C@H:6]3[C@:5]3([C:19](=[O:20])[NH:18][C:17](=[O:21])[NH:16]3)[C:4]=2[CH:3]=1.[Br:22][C:23]1[CH:32]=[CH:31][C:30]2[O:29][C@H:28]3[CH2:33][CH2:34][CH2:35][O:36][C@H:27]3[C@@:26]3([C:40](=[O:41])[NH:39][C:38](=[O:42])[NH:37]3)[C:25]=2[CH:24]=1.[C:43](=O)([O-])[O-].[K+].[K+].CI. (5) Given the product [NH2:7][CH:8]([CH2:9][CH3:10])[CH:11]([C:12]1[N:23]=[C:15]([C:16]2[CH:21]=[CH:20][CH:19]=[CH:18][CH:17]=2)[O:14][N:13]=1)[OH:24], predict the reactants needed to synthesize it. The reactants are: C(OC(=O)[NH:7][CH:8]([CH:11]([OH:24])[C:12](=[NH:23])[NH:13][O:14][C:15](=O)[C:16]1[CH:21]=[CH:20][CH:19]=[CH:18][CH:17]=1)[CH2:9][CH3:10])(C)(C)C.O.C(O)(C(F)(F)F)=O. (6) Given the product [Br:1][C:2]1[CH:3]=[CH:4][C:5]([C:8]([N:10]2[CH2:11][CH2:12][C:13]([OH:16])([CH3:17])[CH2:14][CH2:15]2)=[O:9])=[N:6][CH:7]=1, predict the reactants needed to synthesize it. The reactants are: [Br:1][C:2]1[CH:3]=[CH:4][C:5]([C:8]([N:10]2[CH2:15][CH2:14][C:13](=[O:16])[CH2:12][CH2:11]2)=[O:9])=[N:6][CH:7]=1.[CH3:17][Mg]Br.